Dataset: Reaction yield outcomes from USPTO patents with 853,638 reactions. Task: Predict the reaction yield, written as a fraction of the theoretical maximum amount of product (1.0 means a 100% yield; for example, 0.34 means a 34% yield). (1) The reactants are C(O[CH2:4][NH:5][C:6]1[N:27]=[CH:26][CH:25]=[CH:24][C:7]=1[C:8]([NH:10][CH2:11][C:12]1[S:13][C:14]([O:17][C:18]2[CH:23]=[CH:22][CH:21]=[CH:20][CH:19]=2)=[CH:15][CH:16]=1)=[O:9])C.[BH4-].[Na+].O. The catalyst is CS(C)=O. The product is [CH3:4][NH:5][C:6]1[N:27]=[CH:26][CH:25]=[CH:24][C:7]=1[C:8]([NH:10][CH2:11][C:12]1[S:13][C:14]([O:17][C:18]2[CH:23]=[CH:22][CH:21]=[CH:20][CH:19]=2)=[CH:15][CH:16]=1)=[O:9]. The yield is 0.670. (2) The reactants are [CH3:1][C:2]([CH3:18])([N:7]1[C:15](=[O:16])[C:14]2[C:9](=[CH:10][CH:11]=[CH:12][CH:13]=2)[C:8]1=[O:17])[CH2:3][C:4]([OH:6])=O.[NH2:19][CH2:20][C:21]1[CH:26]=[CH:25][CH:24]=[CH:23][N:22]=1. The catalyst is C(Cl)Cl. The product is [N:22]1[CH:23]=[CH:24][CH:25]=[CH:26][C:21]=1[CH2:20][NH:19][C:4](=[O:6])[CH2:3][C:2]([CH3:1])([CH3:18])[N:7]1[C:15](=[O:16])[C:14]2[C:9](=[CH:10][CH:11]=[CH:12][CH:13]=2)[C:8]1=[O:17]. The yield is 0.580. (3) The reactants are [H-].[Na+].[CH3:3][O:4][C:5]1[C:21]([O:22][CH3:23])=[C:20]([O:24][CH3:25])[CH:19]=[C:18]([CH3:26])[C:6]=1[C:7]([C:9]1[C:10](F)=[N:11][CH:12]=[C:13]([CH3:16])[C:14]=1[CH3:15])=[O:8].[OH2:27].Cl.[CH3:29]O. No catalyst specified. The product is [CH3:3][O:4][C:5]1[C:21]([O:22][CH3:23])=[C:20]([O:24][CH3:25])[CH:19]=[C:18]([CH3:26])[C:6]=1[C:7]([C:9]1[C:10]([O:27][CH3:29])=[N:11][CH:12]=[C:13]([CH3:16])[C:14]=1[CH3:15])=[O:8]. The yield is 0.430. (4) The reactants are [CH3:1][O:2][C:3](=[O:21])[C:4]1[CH:9]=[C:8]([NH2:10])[C:7]([NH2:11])=[C:6]([F:12])[C:5]=1[NH:13][C:14]1[CH:19]=[CH:18][CH:17]=[CH:16][C:15]=1[Cl:20].[C:22](O)(=O)C.C(N)=N. The catalyst is CCO.C(OCC)(=O)C. The product is [CH3:1][O:2][C:3]([C:4]1[C:5]([NH:13][C:14]2[CH:19]=[CH:18][CH:17]=[CH:16][C:15]=2[Cl:20])=[C:6]([F:12])[C:7]2[N:11]=[CH:22][NH:10][C:8]=2[CH:9]=1)=[O:21]. The yield is 0.850. (5) The reactants are Br[C:2]1[CH:3]=[CH:4][C:5]2[N:9]=[CH:8][N:7]([CH2:10][C:11]3[CH:16]=[CH:15][C:14]([O:17][CH3:18])=[CH:13][CH:12]=3)[C:6]=2[CH:19]=1.[CH2:20]1[C:29]2[C:24](=[CH:25][CH:26]=[CH:27][CH:28]=2)[CH2:23][CH2:22][N:21]1[CH2:30][CH:31]([OH:49])[CH2:32][O:33][C:34]1[CH:39]=[CH:38][CH:37]=[C:36](B2OC(C)(C)C(C)(C)O2)[CH:35]=1.C([O-])([O-])=O.[K+].[K+]. The catalyst is O1CCOCC1.O.C1C=CC(P(C2C=CC=CC=2)[C-]2C=CC=C2)=CC=1.C1C=CC(P(C2C=CC=CC=2)[C-]2C=CC=C2)=CC=1.Cl[Pd]Cl.[Fe+2]. The product is [CH2:20]1[C:29]2[C:24](=[CH:25][CH:26]=[CH:27][CH:28]=2)[CH2:23][CH2:22][N:21]1[CH2:30][CH:31]([OH:49])[CH2:32][O:33][C:34]1[CH:39]=[CH:38][CH:37]=[C:36]([C:2]2[CH:3]=[CH:4][C:5]3[N:9]=[CH:8][N:7]([CH2:10][C:11]4[CH:16]=[CH:15][C:14]([O:17][CH3:18])=[CH:13][CH:12]=4)[C:6]=3[CH:19]=2)[CH:35]=1. The yield is 0.242. (6) The reactants are [F:1][C:2]1[CH:7]=[C:6]([O:8][CH2:9][C:10]2[CH:15]=[CH:14][CH:13]=[C:12]([F:16])[CH:11]=2)[CH:5]=[CH:4][C:3]=1[NH2:17].[CH3:18][O:19][C:20](=[O:25])[CH2:21][C:22](Cl)=[O:23]. No catalyst specified. The product is [CH3:18][O:19][C:20](=[O:25])[CH2:21][C:22]([NH:17][C:3]1[CH:4]=[CH:5][C:6]([O:8][CH2:9][C:10]2[CH:15]=[CH:14][CH:13]=[C:12]([F:16])[CH:11]=2)=[CH:7][C:2]=1[F:1])=[O:23]. The yield is 0.470. (7) The reactants are [H-].[Na+].[CH2:3]([O:5][C:6]([C:8]1[CH:17]=[C:11]2[C:12](=[O:16])[NH:13][CH2:14][CH2:15][N:10]2[N:9]=1)=[O:7])[CH3:4].Br[CH2:19][CH:20]1[CH2:22][CH2:21]1. The catalyst is CN(C=O)C.O. The product is [CH2:3]([O:5][C:6]([C:8]1[CH:17]=[C:11]2[C:12](=[O:16])[N:13]([CH2:19][CH:20]3[CH2:22][CH2:21]3)[CH2:14][CH2:15][N:10]2[N:9]=1)=[O:7])[CH3:4]. The yield is 0.540.